Dataset: Full USPTO retrosynthesis dataset with 1.9M reactions from patents (1976-2016). Task: Predict the reactants needed to synthesize the given product. (1) Given the product [C:33]([NH:32][CH:28]1[CH2:29][CH2:30][CH2:31][N:26]([C:4]2[N:5]=[C:6]([O:25][C:22]3[CH:21]=[CH:20][C:19]([O:12][C:13]4[CH:18]=[CH:17][CH:16]=[CH:15][CH:14]=4)=[CH:24][CH:23]=3)[C:7]([C:8]([NH2:10])=[O:9])=[CH:2][N:46]=2)[CH2:27]1)(=[O:39])[CH:41]=[CH2:42], predict the reactants needed to synthesize it. The reactants are: Cl[C:2]1[C:7]([C:8]([NH2:10])=[O:9])=[CH:6][N:5]=[C:4](Cl)C=1.[O:12]([C:19]1[CH:24]=[CH:23][C:22]([OH:25])=[CH:21][CH:20]=1)[C:13]1[CH:18]=[CH:17][CH:16]=[CH:15][CH:14]=1.[NH:26]1[CH2:31][CH2:30][CH2:29][CH:28]([NH:32][C:33](=[O:39])OC(C)(C)C)[CH2:27]1.C(O)(=O)[CH:41]=[CH2:42].C(C1C=CC(C2CCN(C(OC(C)(C)C)=O)CC=2)=NC=1NC1C=CC(CCN2CCCC2)=CC=1)(=O)[NH2:46]. (2) Given the product [CH3:8][C@H:6]1[O:7][C@@H:2]([CH3:1])[CH2:3][N:4]([C:9]2[C:17]3[O:16][CH2:15][C@@H:14]([NH:18][C:19]4[CH:32]=[CH:31][C:22]5[C@H:23]([CH2:26][C:27]([OH:29])=[O:28])[CH2:24][O:25][C:21]=5[CH:20]=4)[C:13]=3[CH:12]=[CH:11][CH:10]=2)[CH2:5]1, predict the reactants needed to synthesize it. The reactants are: [CH3:1][C@H:2]1[O:7][C@@H:6]([CH3:8])[CH2:5][N:4]([C:9]2[C:17]3[O:16][CH2:15][C@@H:14]([N:18](C(=O)C(F)(F)F)[C:19]4[CH:32]=[CH:31][C:22]5[C@H:23]([CH2:26][C:27]([O:29]C)=[O:28])[CH2:24][O:25][C:21]=5[CH:20]=4)[C:13]=3[CH:12]=[CH:11][CH:10]=2)[CH2:3]1.[OH-].[Na+].Cl. (3) Given the product [CH3:19][O:20][C:21]1[CH:27]=[CH:26][CH:25]=[CH:24][C:22]=1[NH:23][C:13](=[O:15])[C:12]1[CH:16]=[CH:17][CH:18]=[C:10]([S:7]([N:1]2[CH2:2][CH2:3][CH2:4][CH2:5][CH2:6]2)(=[O:8])=[O:9])[CH:11]=1, predict the reactants needed to synthesize it. The reactants are: [N:1]1([S:7]([C:10]2[CH:11]=[C:12]([CH:16]=[CH:17][CH:18]=2)[C:13]([OH:15])=O)(=[O:9])=[O:8])[CH2:6][CH2:5][CH2:4][CH2:3][CH2:2]1.[CH3:19][O:20][C:21]1[CH:27]=[CH:26][CH:25]=[CH:24][C:22]=1[NH2:23]. (4) Given the product [Cl:1][C:2]1[CH:3]=[CH:4][C:5]([C:8]2[N:9]=[C:10]([NH:16][C:17]3[CH:22]=[CH:21][C:20]([CH2:23][N:46]4[CH2:47][CH2:48][N:43]([CH3:42])[CH2:44][CH2:45]4)=[CH:19][C:18]=3[N+:25]([O-:27])=[O:26])[S:11][C:12]=2[C:13]([NH2:15])=[O:14])=[CH:6][CH:7]=1, predict the reactants needed to synthesize it. The reactants are: [Cl:1][C:2]1[CH:7]=[CH:6][C:5]([C:8]2[N:9]=[C:10]([NH:16][C:17]3[CH:22]=[CH:21][C:20]([CH:23]=O)=[CH:19][C:18]=3[N+:25]([O-:27])=[O:26])[S:11][C:12]=2[C:13]([NH2:15])=[O:14])=[CH:4][CH:3]=1.C(O[BH-](OC(=O)C)OC(=O)C)(=O)C.[Na+].[CH3:42][N:43]1[CH2:48][CH2:47][NH:46][CH2:45][CH2:44]1. (5) Given the product [Cl:30][C:24]1[CH:25]=[C:26]([Cl:29])[CH:27]=[CH:28][C:23]=1[C:22]([N:19]1[CH2:20][CH2:21][CH:16]([C:13]2[C:12]3[C:7](=[CH:8][CH:9]=[C:10]([F:32])[CH:11]=3)[CH:6]=[C:5]([CH2:4][C:3]([OH:33])=[O:2])[C:14]=2[CH3:15])[CH2:17][CH2:18]1)=[O:31], predict the reactants needed to synthesize it. The reactants are: C[O:2][C:3](=[O:33])[CH2:4][C:5]1[C:14]([CH3:15])=[C:13]([CH:16]2[CH2:21][CH2:20][N:19]([C:22](=[O:31])[C:23]3[CH:28]=[CH:27][C:26]([Cl:29])=[CH:25][C:24]=3[Cl:30])[CH2:18][CH2:17]2)[C:12]2[C:7](=[CH:8][CH:9]=[C:10]([F:32])[CH:11]=2)[CH:6]=1.O.[OH-].[Li+]. (6) Given the product [OH:17][C:14]1[CH:15]=[CH:16][C:11]([C:9]2[CH:10]=[C:5]([C:3]([OH:2])=[O:4])[C:6]3[C:20]([CH3:21])=[N:19][N:18]([CH:7]4[CH2:6][CH2:5][CH2:10][CH2:9][O:22]4)[C:7]=3[N:8]=2)=[CH:12][CH:13]=1, predict the reactants needed to synthesize it. The reactants are: C[O:2][C:3]([C:5]1[C:6]2[C:20]([CH3:21])=[N:19][NH:18][C:7]=2[N:8]=[C:9]([C:11]2[CH:16]=[CH:15][C:14]([OH:17])=[CH:13][CH:12]=2)[CH:10]=1)=[O:4].[OH-:22].[Na+].Cl. (7) Given the product [Cl:1][C:2]1[CH:7]=[CH:6][CH:5]=[CH:4][C:3]=1[C:8]1[N:26]([CH2:27][C@@H:28]2[CH2:33][CH2:32][CH2:31][NH:30][CH2:29]2)[C:11]2[N:12]=[C:13]([NH:16][CH2:17][C:18]3[CH:23]=[CH:22][C:21]([F:24])=[C:20]([F:25])[CH:19]=3)[N:14]=[CH:15][C:10]=2[C:9]=1[CH3:41], predict the reactants needed to synthesize it. The reactants are: [Cl:1][C:2]1[CH:7]=[CH:6][CH:5]=[CH:4][C:3]=1[C:8]1[N:26]([CH2:27][C@H:28]2[CH2:33][CH2:32][CH2:31][N:30](C(OC(C)(C)C)=O)[CH2:29]2)[C:11]2[N:12]=[C:13]([NH:16][CH2:17][C:18]3[CH:23]=[CH:22][C:21]([F:24])=[C:20]([F:25])[CH:19]=3)[N:14]=[CH:15][C:10]=2[C:9]=1[CH3:41].C(O)(C(F)(F)F)=O. (8) Given the product [F:8][C:6]1[CH:5]=[C:4]([C:9]2[CH:13]=[N:12][N:11]([CH2:16][CH2:15][CH:14]=[O:17])[CH:10]=2)[CH:3]=[C:2]([F:1])[CH:7]=1, predict the reactants needed to synthesize it. The reactants are: [F:1][C:2]1[CH:3]=[C:4]([C:9]2[CH:10]=[N:11][NH:12][CH:13]=2)[CH:5]=[C:6]([F:8])[CH:7]=1.[CH:14](=[O:17])[CH:15]=[CH2:16]. (9) Given the product [NH2:1][C:2]1[S:6][C:5]([C:7]([CH3:8])([CH3:9])[CH3:10])=[N:4][C:3]=1[C:11]([OH:13])=[O:12], predict the reactants needed to synthesize it. The reactants are: [NH2:1][C:2]1[S:6][C:5]([C:7]([CH3:10])([CH3:9])[CH3:8])=[N:4][C:3]=1[C:11]([O:13]CC)=[O:12].O1CCOCC1.[OH-].[Na+].Cl. (10) Given the product [C@@H:1]1([N:10]2[CH:17]=[CH:16][C:14](=[O:15])[NH:13][C:11]2=[O:12])[O:9][C@H:6]([CH2:7][OH:8])[C@@H:4]([OH:5])[C@@H:2]1[OH:3], predict the reactants needed to synthesize it. The reactants are: [C@@H:1]1([N:10]2[CH:17]=[CH:16][C:14](=[O:15])[NH:13][C:11]2=[O:12])[O:9][C@H:6]([CH2:7][OH:8])[C@@H:4]([OH:5])[C@H:2]1[OH:3].C(=O)(OC1C=CC=CC=1)OC1C=CC=CC=1.CN(C)P(=O)(N(C)C)N(C)C.